Dataset: Forward reaction prediction with 1.9M reactions from USPTO patents (1976-2016). Task: Predict the product of the given reaction. (1) Given the reactants O[C:2]1[C:11]2[C:6](=[N:7][CH:8]=[CH:9][CH:10]=2)[N:5]([C:12]2[CH:17]=[CH:16][CH:15]=[C:14]([C:18]([F:21])([F:20])[F:19])[CH:13]=2)[C:4](=[O:22])[C:3]=1[C:23](=O)[CH2:24][C:25]1[CH:30]=[CH:29][C:28]([C:31]([F:34])([F:33])[F:32])=[CH:27][CH:26]=1.O.[NH2:37][NH2:38].C(=O)([O-])O.[Na+], predict the reaction product. The product is: [F:32][C:31]([F:33])([F:34])[C:28]1[CH:29]=[CH:30][C:25]([CH2:24][C:23]2[C:3]3[C:4](=[O:22])[N:5]([C:12]4[CH:17]=[CH:16][CH:15]=[C:14]([C:18]([F:21])([F:20])[F:19])[CH:13]=4)[C:6]4[N:7]=[CH:8][CH:9]=[CH:10][C:11]=4[C:2]=3[NH:38][N:37]=2)=[CH:26][CH:27]=1. (2) Given the reactants [OH-].[K+].[Br:3][C:4]1[CH:9]=[C:8]([F:10])[CH:7]=[CH:6][C:5]=1[CH2:11][C:12](=[O:14])[CH3:13].[Cl:15][C:16]1[CH:21]=[CH:20][CH:19]=[C:18]([F:22])[C:17]=1[N:23]=[C:24]=[S:25].C(O)(=O)C, predict the reaction product. The product is: [C:12]([CH:11]([C:5]1[CH:6]=[CH:7][C:8]([F:10])=[CH:9][C:4]=1[Br:3])[C:24](=[S:25])[NH:23][C:17]1[C:18]([F:22])=[CH:19][CH:20]=[CH:21][C:16]=1[Cl:15])(=[O:14])[CH3:13]. (3) The product is: [CH:20]([C:16]1[N:15]=[C:14]([CH:10]2[O:11][CH2:12][CH2:13][NH:8][CH2:9]2)[CH:19]=[CH:18][N:17]=1)([CH3:22])[CH3:21]. Given the reactants C(OC([N:8]1[CH2:13][CH2:12][O:11][CH:10]([C:14]2[CH:19]=[CH:18][N:17]=[C:16]([CH:20]([CH3:22])[CH3:21])[N:15]=2)[CH2:9]1)=O)(C)(C)C.C(O)(C(F)(F)F)=O, predict the reaction product. (4) The product is: [C:12]1([C@H:11]2[C@@H:7]([C:1]3[CH:2]=[CH:3][CH:4]=[CH:5][CH:6]=3)[NH:8][C:9]([NH2:10])=[N:27]2)[CH:13]=[CH:14][CH:15]=[CH:16][CH:17]=1. Given the reactants [C:1]1([C@H:7]2[C@@H:11]([C:12]3[CH:17]=[CH:16][CH:15]=[CH:14][CH:13]=3)[N:10](C(OC(C)(C)C)=O)[C:9](SC)=[N:8]2)[CH:6]=[CH:5][CH:4]=[CH:3][CH:2]=1.[NH3:27], predict the reaction product. (5) Given the reactants Br[C:2]1[C:3]2[CH:10]=[CH:9][CH:8]=[CH:7][C:4]=2[S:5][CH:6]=1.C([Mg]Cl)(C)C.[C:16]([O:20][C:21]([N:23]1[CH2:26][C:25](=[O:27])[CH2:24]1)=[O:22])([CH3:19])([CH3:18])[CH3:17], predict the reaction product. The product is: [C:16]([O:20][C:21]([N:23]1[CH2:26][C:25]([C:2]2[C:3]3[CH:10]=[CH:9][CH:8]=[CH:7][C:4]=3[S:5][CH:6]=2)([OH:27])[CH2:24]1)=[O:22])([CH3:19])([CH3:17])[CH3:18]. (6) The product is: [CH:34]([OH:52])=[O:33].[C:41]([C:39]1[CH:40]=[C:36]([NH:35][C:34]([NH:29][C@@H:22]2[C:23]3[C:28](=[CH:27][CH:26]=[CH:25][CH:24]=3)[C@H:19]([O:18][C:15]3[CH:16]=[CH:17][C:12]4[N:13]([C:9]([CH2:8][N:5]5[CH2:4][CH2:3][N:2]([CH3:1])[CH2:7][CH2:6]5)=[N:10][N:11]=4)[CH:14]=3)[CH2:20][CH2:21]2)=[O:33])[N:37]([C:45]2[CH:50]=[CH:49][C:48]([CH3:51])=[CH:47][CH:46]=2)[N:38]=1)([CH3:44])([CH3:42])[CH3:43]. Given the reactants [CH3:1][N:2]1[CH2:7][CH2:6][N:5]([CH2:8][C:9]2[N:13]3[CH:14]=[C:15]([O:18][C@H:19]4[C:28]5[C:23](=[CH:24][CH:25]=[CH:26][CH:27]=5)[C@@H:22]([NH2:29])[CH2:21][CH2:20]4)[CH:16]=[CH:17][C:12]3=[N:11][N:10]=2)[CH2:4][CH2:3]1.ClC(Cl)(Cl)C[O:33][C:34](=[O:52])[NH:35][C:36]1[N:37]([C:45]2[CH:50]=[CH:49][C:48]([CH3:51])=[CH:47][CH:46]=2)[N:38]=[C:39]([C:41]([CH3:44])([CH3:43])[CH3:42])[CH:40]=1.C(N(C(C)C)CC)(C)C.C(O)=O, predict the reaction product. (7) The product is: [Br:18][C:8]1[NH:9][C:10]2[N:2]([CH3:1])[C:3](=[O:12])[NH:4][C:5](=[O:11])[C:6]=2[N:7]=1. Given the reactants [CH3:1][N:2]1[C:10]2[NH:9][CH:8]=[N:7][C:6]=2[C:5](=[O:11])[NH:4][C:3]1=[O:12].C([O-])(O)=O.[Na+].[Br:18]Br, predict the reaction product. (8) Given the reactants [CH3:1][O:2][C:3](=[O:11])[C@H:4]1[CH2:9][C@@H:8]([OH:10])[CH2:7][CH2:6][NH:5]1.C([O-])(O)=O.[Na+].[CH3:17][O:18][C:19]1[CH:24]=[CH:23][C:22]([C:25]2[CH:30]=[CH:29][C:28]([S:31](Cl)(=[O:33])=[O:32])=[CH:27][CH:26]=2)=[CH:21][CH:20]=1, predict the reaction product. The product is: [OH:10][C@H:8]1[CH2:7][CH2:6][N:5]([S:31]([C:28]2[CH:27]=[CH:26][C:25]([C:22]3[CH:23]=[CH:24][C:19]([O:18][CH3:17])=[CH:20][CH:21]=3)=[CH:30][CH:29]=2)(=[O:33])=[O:32])[C@@H:4]([C:3]([O:2][CH3:1])=[O:11])[CH2:9]1. (9) The product is: [CH3:1][C:2]1[CH:3]=[CH:4][C:5]([C:8]2[N:9]=[CH:10][CH:11]=[CH:12][N:13]=2)=[N+:6]([O-:19])[CH:7]=1. Given the reactants [CH3:1][C:2]1[CH:3]=[CH:4][C:5]([C:8]2[N:13]=[CH:12][CH:11]=[CH:10][N:9]=2)=[N:6][CH:7]=1.ClC1C=C(C=CC=1)C(OO)=[O:19], predict the reaction product. (10) Given the reactants [NH2:1][C:2]1[CH:3]=[C:4]([CH:21]=[CH:22][C:23]=1[CH2:24][S:25]([CH3:28])(=[O:27])=[O:26])[C:5]([NH:7][C:8]1[CH:13]=[CH:12][C:11]([Cl:14])=[C:10]([C:15]2[CH:20]=[CH:19][CH:18]=[CH:17][N:16]=2)[CH:9]=1)=[O:6].[CH3:29][C:30]1[N:38]=[C:37]([C:39]([F:42])([F:41])[F:40])[CH:36]=[CH:35][C:31]=1[C:32](Cl)=[O:33], predict the reaction product. The product is: [Cl:14][C:11]1[CH:12]=[CH:13][C:8]([NH:7][C:5]([C:4]2[CH:21]=[CH:22][C:23]([CH2:24][S:25]([CH3:28])(=[O:27])=[O:26])=[C:2]([NH:1][C:32](=[O:33])[C:31]3[CH:35]=[CH:36][C:37]([C:39]([F:42])([F:40])[F:41])=[N:38][C:30]=3[CH3:29])[CH:3]=2)=[O:6])=[CH:9][C:10]=1[C:15]1[CH:20]=[CH:19][CH:18]=[CH:17][N:16]=1.